From a dataset of Forward reaction prediction with 1.9M reactions from USPTO patents (1976-2016). Predict the product of the given reaction. Given the reactants [NH2:1][C:2]1[CH:10]=[CH:9][C:5]2[N:6]=[CH:7][NH:8][C:4]=2[CH:3]=1.[CH:11](=[O:18])C1C=CC=CC=1.[CH2:19]([N+]#[C-])[C:20]1[CH:25]=[CH:24][CH:23]=[CH:22][CH:21]=1.[O:28]([C:30]#[N:31])[K], predict the reaction product. The product is: [NH:6]1[C:5]2[CH:9]=[CH:10][C:2]([N:1]3[CH:19]([C:20]4[CH:21]=[CH:22][CH:23]=[CH:24][CH:25]=4)[C:30](=[O:28])[NH:31][C:11]3=[O:18])=[CH:3][C:4]=2[N:8]=[CH:7]1.